This data is from Peptide-MHC class I binding affinity with 185,985 pairs from IEDB/IMGT. The task is: Regression. Given a peptide amino acid sequence and an MHC pseudo amino acid sequence, predict their binding affinity value. This is MHC class I binding data. (1) The peptide sequence is YQNFQNADK. The MHC is HLA-A33:01 with pseudo-sequence HLA-A33:01. The binding affinity (normalized) is 0.149. (2) The peptide sequence is MVEYLENQL. The MHC is HLA-A02:01 with pseudo-sequence HLA-A02:01. The binding affinity (normalized) is 0.132.